From a dataset of Full USPTO retrosynthesis dataset with 1.9M reactions from patents (1976-2016). Predict the reactants needed to synthesize the given product. (1) Given the product [F:40][C:29]1[CH:30]=[C:31](/[CH:34]=[CH:35]/[C:36]([O:38][CH3:39])=[O:37])[CH:32]=[CH:33][C:28]=1[CH:26]1[C:18]2[NH:19][C:20]3[C:25]([C:17]=2[CH2:16][C:15]([CH3:41])([CH3:14])[N:27]1[CH2:7][C@H:8]([CH3:11])[CH2:9][F:10])=[CH:24][CH:23]=[CH:22][CH:21]=3, predict the reactants needed to synthesize it. The reactants are: FC(F)(F)S(O[CH2:7][C@H:8]([CH3:11])[CH2:9][F:10])(=O)=O.[CH3:14][C:15]1([CH3:41])[NH:27][CH:26]([C:28]2[CH:33]=[CH:32][C:31](/[CH:34]=[CH:35]/[C:36]([O:38][CH3:39])=[O:37])=[CH:30][C:29]=2[F:40])[C:18]2[NH:19][C:20]3[C:25]([C:17]=2[CH2:16]1)=[CH:24][CH:23]=[CH:22][CH:21]=3.C(N(C(C)C)C(C)C)C. (2) Given the product [Br:1][C:2]1[CH:9]=[C:6]2[C:5](=[CH:4][CH:3]=1)[N:10]1[CH2:15][C@@H:14]([CH3:16])[O:13][C@@H:12]([CH3:17])[C@@H:11]1[C:24]1([C:22](=[O:23])[NH:21][C:19](=[O:20])[NH:18][C:25]1=[O:26])[CH2:7]2, predict the reactants needed to synthesize it. The reactants are: [Br:1][C:2]1[CH:3]=[CH:4][C:5]([N:10]2[CH2:15][C@H:14]([CH3:16])[O:13][C@H:12]([CH3:17])[CH2:11]2)=[C:6]([CH:9]=1)[CH:7]=O.[NH:18]1[C:25](=[O:26])[CH2:24][C:22](=[O:23])[NH:21][C:19]1=[O:20]. (3) Given the product [CH2:1]([C@@:4]1([CH3:31])[CH2:9][C@H:8]([C:10]2[CH:15]=[CH:14][CH:13]=[C:12]([Cl:16])[CH:11]=2)[C@@H:7]([C:17]2[CH:18]=[CH:19][C:20]([Cl:23])=[CH:21][CH:22]=2)[N:6]([C@@H:24]([CH2:28][CH3:29])[C:25]([OH:27])([CH3:32])[CH3:26])[C:5]1=[O:30])[CH:2]=[CH2:3], predict the reactants needed to synthesize it. The reactants are: [CH2:1]([C@@:4]1([CH3:31])[CH2:9][C@H:8]([C:10]2[CH:15]=[CH:14][CH:13]=[C:12]([Cl:16])[CH:11]=2)[C@@H:7]([C:17]2[CH:22]=[CH:21][C:20]([Cl:23])=[CH:19][CH:18]=2)[N:6]([C@@H:24]([CH2:28][CH3:29])[C:25](=[O:27])[CH3:26])[C:5]1=[O:30])[CH:2]=[CH2:3].[CH3:32][Mg]Br.C1(C)C=CC=CC=1. (4) Given the product [CH2:1]([O:4][C:5]1[CH:6]=[C:7]([CH:11]=[C:12]([CH2:14][C:15](=[O:20])[CH3:16])[CH:13]=1)[C:8]([OH:10])=[O:9])[CH:2]=[CH2:3], predict the reactants needed to synthesize it. The reactants are: [CH2:1]([O:4][C:5]1[CH:6]=[C:7]([CH:11]=[C:12](/[CH:14]=[C:15](/[N+]([O-])=O)\[CH3:16])[CH:13]=1)[C:8]([OH:10])=[O:9])[CH:2]=[CH2:3].[OH2:20]. (5) Given the product [CH:1]1[C:10]2[CH2:9][CH2:8][CH2:7][CH2:6][C:5]=2[CH:4]=[CH:3][C:2]=1[C:11]1[N:12]=[C:13]([CH:16]2[CH2:17][CH2:18][N:19]([CH2:29][CH2:28][CH2:27][CH2:26][OH:25])[CH2:20][CH2:21]2)[S:14][CH:15]=1, predict the reactants needed to synthesize it. The reactants are: [CH:1]1[C:10]2[CH2:9][CH2:8][CH2:7][CH2:6][C:5]=2[CH:4]=[CH:3][C:2]=1[C:11]1[N:12]=[C:13]([CH:16]2[CH2:21][CH2:20][NH:19][CH2:18][CH2:17]2)[S:14][CH:15]=1.C([O:25][CH2:26][CH2:27][CH2:28][CH2:29]Br)(=O)C.[OH-].[Na+].Cl. (6) Given the product [F:18][C:16]1[CH:15]=[CH:14][C:13]([C:19]2[N:20]=[CH:21][CH:22]=[CH:23][N:24]=2)=[C:12]([C:10]([N:4]2[CH2:5][CH2:6][CH2:7][C@@H:8]([CH3:9])[C@H:3]2[CH2:2][NH:1][C:26]2[CH:31]=[CH:30][C:29]([C:32]([F:35])([F:34])[F:33])=[CH:28][N:27]=2)=[O:11])[CH:17]=1, predict the reactants needed to synthesize it. The reactants are: [NH2:1][CH2:2][C@@H:3]1[C@H:8]([CH3:9])[CH2:7][CH2:6][CH2:5][N:4]1[C:10]([C:12]1[CH:17]=[C:16]([F:18])[CH:15]=[CH:14][C:13]=1[C:19]1[N:24]=[CH:23][CH:22]=[CH:21][N:20]=1)=[O:11].F[C:26]1[CH:31]=[CH:30][C:29]([C:32]([F:35])([F:34])[F:33])=[CH:28][N:27]=1.